Dataset: NCI-60 drug combinations with 297,098 pairs across 59 cell lines. Task: Regression. Given two drug SMILES strings and cell line genomic features, predict the synergy score measuring deviation from expected non-interaction effect. (1) Drug 1: CC=C1C(=O)NC(C(=O)OC2CC(=O)NC(C(=O)NC(CSSCCC=C2)C(=O)N1)C(C)C)C(C)C. Drug 2: B(C(CC(C)C)NC(=O)C(CC1=CC=CC=C1)NC(=O)C2=NC=CN=C2)(O)O. Cell line: NCI/ADR-RES. Synergy scores: CSS=9.63, Synergy_ZIP=-3.71, Synergy_Bliss=-1.58, Synergy_Loewe=-2.42, Synergy_HSA=-1.25. (2) Drug 1: C1=CC(=CC=C1CCC2=CNC3=C2C(=O)NC(=N3)N)C(=O)NC(CCC(=O)O)C(=O)O. Drug 2: C1C(C(OC1N2C=NC(=NC2=O)N)CO)O. Cell line: RPMI-8226. Synergy scores: CSS=72.0, Synergy_ZIP=6.11, Synergy_Bliss=5.21, Synergy_Loewe=8.52, Synergy_HSA=11.8. (3) Synergy scores: CSS=53.6, Synergy_ZIP=2.85, Synergy_Bliss=1.96, Synergy_Loewe=-37.7, Synergy_HSA=-1.86. Cell line: SW-620. Drug 1: CC12CCC3C(C1CCC2=O)CC(=C)C4=CC(=O)C=CC34C. Drug 2: CN(C)N=NC1=C(NC=N1)C(=O)N. (4) Drug 1: C1=CC(=CC=C1CC(C(=O)O)N)N(CCCl)CCCl.Cl. Drug 2: C#CCC(CC1=CN=C2C(=N1)C(=NC(=N2)N)N)C3=CC=C(C=C3)C(=O)NC(CCC(=O)O)C(=O)O. Cell line: HOP-92. Synergy scores: CSS=-0.541, Synergy_ZIP=-4.46, Synergy_Bliss=-3.23, Synergy_Loewe=-4.25, Synergy_HSA=-3.68. (5) Drug 1: CC1=C2C(C(=O)C3(C(CC4C(C3C(C(C2(C)C)(CC1OC(=O)C(C(C5=CC=CC=C5)NC(=O)OC(C)(C)C)O)O)OC(=O)C6=CC=CC=C6)(CO4)OC(=O)C)O)C)O. Drug 2: CC=C1C(=O)NC(C(=O)OC2CC(=O)NC(C(=O)NC(CSSCCC=C2)C(=O)N1)C(C)C)C(C)C. Cell line: CCRF-CEM. Synergy scores: CSS=15.3, Synergy_ZIP=-0.639, Synergy_Bliss=-2.75, Synergy_Loewe=-46.6, Synergy_HSA=-2.91. (6) Drug 1: CC1=C2C(C(=O)C3(C(CC4C(C3C(C(C2(C)C)(CC1OC(=O)C(C(C5=CC=CC=C5)NC(=O)C6=CC=CC=C6)O)O)OC(=O)C7=CC=CC=C7)(CO4)OC(=O)C)O)C)OC(=O)C. Drug 2: CC(C)(C#N)C1=CC(=CC(=C1)CN2C=NC=N2)C(C)(C)C#N. Cell line: K-562. Synergy scores: CSS=1.15, Synergy_ZIP=-0.814, Synergy_Bliss=-0.762, Synergy_Loewe=-4.26, Synergy_HSA=-7.29. (7) Drug 2: COC1=NC(=NC2=C1N=CN2C3C(C(C(O3)CO)O)O)N. Cell line: CAKI-1. Drug 1: C1=CC(=CC=C1C#N)C(C2=CC=C(C=C2)C#N)N3C=NC=N3. Synergy scores: CSS=-8.02, Synergy_ZIP=2.58, Synergy_Bliss=-2.20, Synergy_Loewe=-7.85, Synergy_HSA=-7.81. (8) Drug 1: C1=C(C(=O)NC(=O)N1)N(CCCl)CCCl. Drug 2: CC1=C(C(=CC=C1)Cl)NC(=O)C2=CN=C(S2)NC3=CC(=NC(=N3)C)N4CCN(CC4)CCO. Cell line: TK-10. Synergy scores: CSS=33.1, Synergy_ZIP=-1.91, Synergy_Bliss=1.67, Synergy_Loewe=-8.93, Synergy_HSA=3.83. (9) Drug 1: CC12CCC3C(C1CCC2O)C(CC4=C3C=CC(=C4)O)CCCCCCCCCS(=O)CCCC(C(F)(F)F)(F)F. Drug 2: C1C(C(OC1N2C=NC(=NC2=O)N)CO)O. Cell line: SW-620. Synergy scores: CSS=15.1, Synergy_ZIP=-5.59, Synergy_Bliss=-1.09, Synergy_Loewe=-8.41, Synergy_HSA=-0.203.